Dataset: Peptide-MHC class I binding affinity with 185,985 pairs from IEDB/IMGT. Task: Regression. Given a peptide amino acid sequence and an MHC pseudo amino acid sequence, predict their binding affinity value. This is MHC class I binding data. (1) The peptide sequence is EPRVQLVPL. The binding affinity (normalized) is 0.314. The MHC is HLA-A23:01 with pseudo-sequence HLA-A23:01. (2) The peptide sequence is ASTNRQSGR. The MHC is Patr-A0101 with pseudo-sequence Patr-A0101. The binding affinity (normalized) is 0.00147. (3) The peptide sequence is GLVLHGEAI. The MHC is HLA-B58:01 with pseudo-sequence HLA-B58:01. The binding affinity (normalized) is 0.0847. (4) The peptide sequence is AAYYFMKFR. The MHC is HLA-A31:01 with pseudo-sequence HLA-A31:01. The binding affinity (normalized) is 0.981. (5) The peptide sequence is GTYVCAFFM. The MHC is Mamu-A01 with pseudo-sequence Mamu-A01. The binding affinity (normalized) is 0.546. (6) The peptide sequence is FVYFVETLA. The MHC is HLA-A02:03 with pseudo-sequence HLA-A02:03. The binding affinity (normalized) is 0.558. (7) The peptide sequence is YRHKNYYAL. The MHC is HLA-C07:02 with pseudo-sequence HLA-C07:02. The binding affinity (normalized) is 0.625. (8) The peptide sequence is SAFFGMSRIG. The MHC is HLA-B44:02 with pseudo-sequence HLA-B44:02. The binding affinity (normalized) is 0.0925.